Dataset: Forward reaction prediction with 1.9M reactions from USPTO patents (1976-2016). Task: Predict the product of the given reaction. (1) Given the reactants [F:1][C:2]1[CH:3]=[CH:4][C:5]([S:27]([CH3:30])(=[O:29])=[O:28])=[C:6]([S:8]([NH:11][C:12]2[CH:13]=[C:14]3[C:18](=[CH:19][CH:20]=2)[NH:17][N:16]=[C:15]3[C:21]2[CH:26]=[CH:25][CH:24]=[CH:23][CH:22]=2)(=[O:10])=[O:9])[CH:7]=1.N[C:32]1C=C2C(=[CH:39][CH:40]=1)NN=C2C1C=CC=CC=1.FC1C=CC(S(C)(=O)=O)=C(S(Cl)(=O)=[O:55])C=1, predict the reaction product. The product is: [CH:40]([O:55][CH:26]([CH3:25])[CH3:21])([CH3:39])[CH3:32].[F:1][C:2]1[CH:3]=[CH:4][C:5]([S:27]([CH3:30])(=[O:29])=[O:28])=[C:6]([S:8]([NH:11][C:12]2[CH:13]=[C:14]3[C:18](=[CH:19][CH:20]=2)[NH:17][N:16]=[C:15]3[C:21]2[CH:26]=[CH:25][CH:24]=[CH:23][CH:22]=2)(=[O:10])=[O:9])[CH:7]=1. (2) Given the reactants C1CCN2C(=NCCC2)CC1.[CH2:12]([N:19]1[C:28]([CH2:29][CH2:30][CH2:31][CH2:32][C:33]([O:35][CH3:36])=[O:34])=[CH:27][C:26]2[C:21](=[CH:22][CH:23]=[C:24](Br)[CH:25]=2)[C:20]1=[O:38])[C:13]1[CH:18]=[CH:17][CH:16]=[CH:15][CH:14]=1.[F:39][C:40]1[CH:45]=[CH:44][C:43]([C@H:46]([NH2:48])[CH3:47])=[CH:42][CH:41]=1.C1C[O:52][CH2:51]C1, predict the reaction product. The product is: [CH2:12]([N:19]1[C:28]([CH2:29][CH2:30][CH2:31][CH2:32][C:33]([O:35][CH3:36])=[O:34])=[CH:27][C:26]2[C:21](=[CH:22][CH:23]=[C:24]([C:51](=[O:52])[NH:48][C@@H:46]([C:43]3[CH:44]=[CH:45][C:40]([F:39])=[CH:41][CH:42]=3)[CH3:47])[CH:25]=2)[C:20]1=[O:38])[C:13]1[CH:18]=[CH:17][CH:16]=[CH:15][CH:14]=1.